This data is from Full USPTO retrosynthesis dataset with 1.9M reactions from patents (1976-2016). The task is: Predict the reactants needed to synthesize the given product. (1) Given the product [S:1]1[CH:5]=[CH:4][C:3]([NH:28][C:31](=[O:16])[O:37][C:33]([CH3:36])([CH3:35])[CH3:34])=[CH:2]1, predict the reactants needed to synthesize it. The reactants are: [S:1]1[CH:5]=[CH:4][C:3](C(O)=O)=[CH:2]1.C1(P(N=[N+]=[N-])(C2C=CC=CC=2)=[O:16])C=CC=CC=1.C([N:28]([CH2:31]C)CC)C.[C:33]([OH:37])([CH3:36])([CH3:35])[CH3:34]. (2) Given the product [CH3:13][O:14][C:15](=[O:45])[CH2:16][C@H:17]1[C:21]2[CH:22]=[CH:23][C:24]([O:26][C@H:27]3[C:35]4[C:30](=[C:31]([C:2]5[C:11]6[C:6](=[CH:7][CH:8]=[CH:9][CH:10]=6)[CH:5]=[CH:4][C:3]=5[CH3:12])[CH:32]=[CH:33][CH:34]=4)[CH2:29][CH2:28]3)=[CH:25][C:20]=2[O:19][CH2:18]1, predict the reactants needed to synthesize it. The reactants are: Br[C:2]1[C:11]2[C:6](=[CH:7][CH:8]=[CH:9][CH:10]=2)[CH:5]=[CH:4][C:3]=1[CH3:12].[CH3:13][O:14][C:15](=[O:45])[CH2:16][C@H:17]1[C:21]2[CH:22]=[CH:23][C:24]([O:26][C@H:27]3[C:35]4[C:30](=[C:31](B5OC(C)(C)C(C)(C)O5)[CH:32]=[CH:33][CH:34]=4)[CH2:29][CH2:28]3)=[CH:25][C:20]=2[O:19][CH2:18]1. (3) The reactants are: Cl[C:2]1[CH:7]=[CH:6][CH:5]=[CH:4][CH:3]=1.[C:8]1([NH:14][C:15]2[CH:20]=[CH:19][CH:18]=[CH:17][CH:16]=2)[CH:13]=[CH:12][CH:11]=[CH:10][CH:9]=1.CC(C)([O-])C.[Na+]. Given the product [C:2]1([N:14]([C:15]2[CH:16]=[CH:17][CH:18]=[CH:19][CH:20]=2)[C:8]2[CH:13]=[CH:12][CH:11]=[CH:10][CH:9]=2)[CH:7]=[CH:6][CH:5]=[CH:4][CH:3]=1, predict the reactants needed to synthesize it. (4) Given the product [N:22]1[C:21]2[NH:25][CH:26]=[CH:27][C:20]=2[C:19]([C:17]2[CH:16]=[N:15][N:14]([C:3]3([CH2:5][C:6]#[N:7])[CH2:2][C:1]([CH2:8][C:9]#[N:10])([CH2:11][C:12]#[N:13])[CH2:4]3)[CH:18]=2)=[N:24][CH:23]=1, predict the reactants needed to synthesize it. The reactants are: [C:1]1([CH2:11][C:12]#[N:13])([CH2:8][C:9]#[N:10])[CH2:4][C:3](=[CH:5][C:6]#[N:7])[CH2:2]1.[NH:14]1[CH:18]=[C:17]([C:19]2[C:20]3[CH:27]=[CH:26][N:25](COCC[Si](C)(C)C)[C:21]=3[N:22]=[CH:23][N:24]=2)[CH:16]=[N:15]1.N12CCCN=C1CCCCC2. (5) The reactants are: [NH2:1][C:2]1[CH:3]=[C:4]([CH:8]=[C:9]([B:11]([OH:13])[OH:12])[CH:10]=1)[C:5]([OH:7])=[O:6].Cl[C:15]1[N:20]=[C:19]([C:21]([F:24])([F:23])[F:22])[CH:18]=[CH:17][N:16]=1.CS(O)(=O)=O. Given the product [OH:12][B:11]([OH:13])[C:9]1[CH:8]=[C:4]([CH:3]=[C:2]([NH:1][C:15]2[N:20]=[C:19]([C:21]([F:24])([F:23])[F:22])[CH:18]=[CH:17][N:16]=2)[CH:10]=1)[C:5]([OH:7])=[O:6], predict the reactants needed to synthesize it. (6) Given the product [CH3:14][C:11]1[CH:12]=[CH:13][C:8]([NH:7][C:15]2([C:5]#[N:6])[CH2:18][CH2:17][CH2:16]2)=[CH:9][CH:10]=1, predict the reactants needed to synthesize it. The reactants are: C[Si]([C:5]#[N:6])(C)C.[NH2:7][C:8]1[CH:13]=[CH:12][C:11]([CH3:14])=[CH:10][CH:9]=1.[C:15]1(=O)[CH2:18][CH2:17][CH2:16]1.